From a dataset of Peptide-MHC class II binding affinity with 134,281 pairs from IEDB. Regression. Given a peptide amino acid sequence and an MHC pseudo amino acid sequence, predict their binding affinity value. This is MHC class II binding data. (1) The peptide sequence is IGLVTQTINDFYFVI. The MHC is DRB1_1101 with pseudo-sequence DRB1_1101. The binding affinity (normalized) is 0.104. (2) The peptide sequence is QTNGPWMQVPLEVKR. The MHC is HLA-DQA10501-DQB10303 with pseudo-sequence HLA-DQA10501-DQB10303. The binding affinity (normalized) is 0.521. (3) The peptide sequence is FTVFEAAFNDAIKAS. The MHC is HLA-DPA10201-DPB10501 with pseudo-sequence HLA-DPA10201-DPB10501. The binding affinity (normalized) is 0.428. (4) The peptide sequence is LLQELCCQHLWQIPEQSQCQ. The MHC is DRB1_0701 with pseudo-sequence DRB1_0701. The binding affinity (normalized) is 0. (5) The peptide sequence is MRSMPFLRKTRWTFL. The MHC is DRB1_0701 with pseudo-sequence DRB1_0701. The binding affinity (normalized) is 0.898. (6) The peptide sequence is GLIIGIFAVMLATLP. The MHC is HLA-DQA10501-DQB10301 with pseudo-sequence HLA-DQA10501-DQB10301. The binding affinity (normalized) is 0.243.